This data is from Forward reaction prediction with 1.9M reactions from USPTO patents (1976-2016). The task is: Predict the product of the given reaction. (1) Given the reactants [CH:1]1([NH:8][C:9]2[N:14]3[N:15]=[C:16]([NH2:18])[N:17]=[C:13]3[CH:12]=[CH:11][CH:10]=2)[CH2:7][CH2:6][CH2:5][CH2:4][CH2:3][CH2:2]1.[O:19]1[CH2:24][CH2:23][CH:22]([C:25](Cl)=[O:26])[CH2:21][CH2:20]1, predict the reaction product. The product is: [CH:1]1([NH:8][C:9]2[N:14]3[N:15]=[C:16]([NH:18][C:25]([CH:22]4[CH2:23][CH2:24][O:19][CH2:20][CH2:21]4)=[O:26])[N:17]=[C:13]3[CH:12]=[CH:11][CH:10]=2)[CH2:2][CH2:3][CH2:4][CH2:5][CH2:6][CH2:7]1. (2) The product is: [OH:21][C:19]1[CH:20]=[C:11]([C:6]2[CH:7]=[CH:8][CH:9]=[CH:10][C:5]=2[C:4]([N:44]2[CH2:45][CH2:46][N:41]([CH3:40])[CH2:42][CH2:43]2)=[O:39])[CH:12]=[C:13]2[C:18]=1[N:17]=[CH:16][NH:15][C:14]2=[O:38]. Given the reactants C(O[C:4](=[O:39])[C:5]1[CH:10]=[CH:9][CH:8]=[CH:7][C:6]=1[C:11]1[CH:12]=[C:13]2[C:18](=[C:19]([O:21]COCC[Si](C)(C)C)[CH:20]=1)[N:17]=[CH:16][N:15](COCC[Si](C)(C)C)[C:14]2=[O:38])C.[CH3:40][N:41]1[CH2:46][CH2:45][NH:44][CH2:43][CH2:42]1, predict the reaction product. (3) Given the reactants [NH2:1][C:2]1([CH2:11][C:12]([O:14]CC)=O)[CH2:10][C:9]2[C:4](=[CH:5][CH:6]=[CH:7][CH:8]=2)[CH2:3]1.[CH2:17]([N:20]1[C:24]2[CH2:25][CH:26]([C:30]([O:32][CH3:33])=[O:31])[CH2:27][C:28](=O)[C:23]=2[N:22]=[C:21]1[CH3:34])[CH:18]=[CH2:19].O.C1(C)C=CC(S(O)(=O)=O)=CC=1, predict the reaction product. The product is: [CH2:17]([N:20]1[C:24]2[CH2:25][CH:26]([C:30]([O:32][CH3:33])=[O:31])[C:27]3[C:12](=[O:14])[CH2:11][C:2]4([NH:1][C:28]=3[C:23]=2[N:22]=[C:21]1[CH3:34])[CH2:3][C:4]1[C:9](=[CH:8][CH:7]=[CH:6][CH:5]=1)[CH2:10]4)[CH:18]=[CH2:19]. (4) The product is: [C:1]([O:5][C:6](=[O:25])[NH:7][C:8]1[CH:13]=[C:12]([O:14][CH2:15][CH2:16][O:17][CH3:18])[C:11]([N:19]2[CH:23]=[CH:22][CH:21]=[CH:20]2)=[CH:10][C:9]=1[NH:24][C:29](=[O:28])[CH2:30][C:31]([C:33]1[CH:40]=[CH:39][CH:38]=[C:35]([C:36]#[N:37])[CH:34]=1)=[O:32])([CH3:4])([CH3:2])[CH3:3]. Given the reactants [C:1]([O:5][C:6](=[O:25])[NH:7][C:8]1[CH:13]=[C:12]([O:14][CH2:15][CH2:16][O:17][CH3:18])[C:11]([N:19]2[CH:23]=[CH:22][CH:21]=[CH:20]2)=[CH:10][C:9]=1[NH2:24])([CH3:4])([CH3:3])[CH3:2].CC1(C)[O:32][C:31]([C:33]2[CH:34]=[C:35]([CH:38]=[CH:39][CH:40]=2)[C:36]#[N:37])=[CH:30][C:29](=O)[O:28]1, predict the reaction product.